This data is from Forward reaction prediction with 1.9M reactions from USPTO patents (1976-2016). The task is: Predict the product of the given reaction. (1) The product is: [C:19]([N:16]1[CH2:15][CH2:14][C:13]2([CH2:9][C:8](=[O:10])[C:6]3[C:5](=[CH:4][CH:3]=[C:2]([Cl:1])[CH:7]=3)[O:11]2)[CH2:18][CH2:17]1)([O:21][C:22]([CH3:25])([CH3:24])[CH3:23])=[O:20]. Given the reactants [Cl:1][C:2]1[CH:3]=[CH:4][C:5]([OH:11])=[C:6]([C:8](=[O:10])[CH3:9])[CH:7]=1.O=[C:13]1[CH2:18][CH2:17][N:16]([C:19]([O:21][C:22]([CH3:25])([CH3:24])[CH3:23])=[O:20])[CH2:15][CH2:14]1.N1CCCC1, predict the reaction product. (2) Given the reactants [C:1]1([CH2:7][SH:8])[CH:6]=[CH:5][CH:4]=[CH:3][CH:2]=1.C(=O)([O-])[O-].[K+].[K+].[Br:15][C:16]1[C:17](Cl)=[N:18][CH:19]=[C:20]([N+:22]([O-:24])=[O:23])[CH:21]=1, predict the reaction product. The product is: [CH2:7]([S:8][C:17]1[C:16]([Br:15])=[CH:21][C:20]([N+:22]([O-:24])=[O:23])=[CH:19][N:18]=1)[C:1]1[CH:6]=[CH:5][CH:4]=[CH:3][CH:2]=1. (3) Given the reactants Cl.Cl[C:3]1[C:8]([CH3:9])=[CH:7][N:6]=[CH:5][N:4]=1.C(N(CC)CC)C.[NH:17]1[CH2:25][CH2:24][CH:20]([C:21]([NH2:23])=[O:22])[CH2:19][CH2:18]1.C(=O)([O-])O.[Na+], predict the reaction product. The product is: [CH3:9][C:8]1[C:3]([N:17]2[CH2:25][CH2:24][CH:20]([C:21]([NH2:23])=[O:22])[CH2:19][CH2:18]2)=[N:4][CH:5]=[N:6][CH:7]=1. (4) Given the reactants [NH2:1][C:2]1[CH:7]=[CH:6][N:5]=[C:4]([CH2:8][C:9]2[C:18]3[C:13](=[CH:14][CH:15]=[CH:16][CH:17]=3)[C:12](=[O:19])[NH:11][N:10]=2)[CH:3]=1.C(N(CC)CC)C.Cl[C:28](Cl)([O:30]C(=O)OC(Cl)(Cl)Cl)Cl, predict the reaction product. The product is: [N:1]([C:2]1[CH:7]=[CH:6][N:5]=[C:4]([CH2:8][C:9]2[C:18]3[C:13](=[CH:14][CH:15]=[CH:16][CH:17]=3)[C:12](=[O:19])[NH:11][N:10]=2)[CH:3]=1)=[C:28]=[O:30]. (5) Given the reactants Br[C:2]1[CH:10]=[CH:9][C:5]([C:6]([OH:8])=[O:7])=[C:4]([CH3:11])[CH:3]=1.C1(C)C=CC=CC=1P(C1C=CC=CC=1C)C1C=CC=CC=1C.C([O-])(=O)C.[K+].[F:39][C:40]([F:44])([F:43])[CH:41]=[CH2:42].CN(C)C(=O)C, predict the reaction product. The product is: [CH3:11][C:4]1[CH:3]=[C:2](/[CH:42]=[CH:41]/[C:40]([F:44])([F:43])[F:39])[CH:10]=[CH:9][C:5]=1[C:6]([OH:8])=[O:7]. (6) Given the reactants [NH:1]1[CH:5]=[CH:4][CH:3]=[N:2]1.[Li+:6].[C:7]([S:11]([N-:14][S:15]([C:18]([F:21])([F:20])[F:19])(=[O:17])=[O:16])(=[O:13])=[O:12])([F:10])([F:9])[F:8], predict the reaction product. The product is: [NH:1]1[CH:5]=[CH:4][CH:3]=[N:2]1.[Li+:6].[C:18]([S:15]([N-:14][S:11]([C:7]([F:10])([F:9])[F:8])(=[O:13])=[O:12])(=[O:16])=[O:17])([F:20])([F:19])[F:21]. (7) Given the reactants [CH2:1]([O:8][C:9]1[CH:14]=[CH:13][C:12]([C@@H:15]([OH:18])[CH2:16][Br:17])=[CH:11][C:10]=1[N+:19]([O-])=O)[C:2]1[CH:7]=[CH:6][CH:5]=[CH:4][CH:3]=1.[C:22](OC(=O)C)(=[O:24])C.C(O)=O.NC1C=CC=CC=1, predict the reaction product. The product is: [CH2:1]([O:8][C:9]1[CH:14]=[CH:13][C:12]([C@@H:15]([OH:18])[CH2:16][Br:17])=[CH:11][C:10]=1[NH:19][CH:22]=[O:24])[C:2]1[CH:7]=[CH:6][CH:5]=[CH:4][CH:3]=1.